From a dataset of Retrosynthesis with 50K atom-mapped reactions and 10 reaction types from USPTO. Predict the reactants needed to synthesize the given product. (1) Given the product Cc1ccc(S(=O)(=O)OCCOCCOCC(F)(F)C(F)(F)C(F)(F)F)cc1, predict the reactants needed to synthesize it. The reactants are: Cc1ccc(S(=O)(=O)Cl)cc1.OCCOCCOCC(F)(F)C(F)(F)C(F)(F)F. (2) Given the product O=C(O)c1ccccc1Sc1ccc2ccccc2c1, predict the reactants needed to synthesize it. The reactants are: O=C(O)c1ccccc1I.Sc1ccc2ccccc2c1. (3) Given the product Cc1ccc(C(=O)O)cc1-n1ccc2ccc(OCCCl)cc2c1=O, predict the reactants needed to synthesize it. The reactants are: Cc1ccc(C(=O)O)cc1-n1ccc2ccc(O)cc2c1=O.ClCCBr. (4) Given the product Cc1cc(OCC2CCCO2)cc(C)c1-c1cccc(COc2ccc(C3(CC(=O)O)COC3)cc2)c1, predict the reactants needed to synthesize it. The reactants are: CCOC(=O)CC1(c2ccc(OCc3cccc(-c4c(C)cc(OCC5CCCO5)cc4C)c3)cc2)COC1. (5) Given the product O=C(O)c1ccc(-c2nn(Cc3c(Cl)cccc3C3(O)CCC3)c3cccc(F)c23)c(F)c1, predict the reactants needed to synthesize it. The reactants are: COC(=O)c1ccc(-c2nn(Cc3c(Cl)cccc3C3(O)CCC3)c3cccc(F)c23)c(F)c1. (6) Given the product Cn1ccc(-c2cc3c(cn2)OC(C2CCN(C(=O)OC(C)(C)C)CC2)C3)cc1=O, predict the reactants needed to synthesize it. The reactants are: CC(C)(C)OC(=O)N1CCC(C2Cc3cc(Cl)ncc3O2)CC1.Cn1ccc(B2OC(C)(C)C(C)(C)O2)cc1=O. (7) Given the product Cc1nc(NC(=O)c2ccn(-c3ccccc3)c(=O)c2)sc1C(=O)NCc1ccccc1, predict the reactants needed to synthesize it. The reactants are: Cc1nc(NC(=O)c2cc[nH]c(=O)c2)sc1C(=O)NCc1ccccc1.Ic1ccccc1.